This data is from Peptide-MHC class I binding affinity with 185,985 pairs from IEDB/IMGT. The task is: Regression. Given a peptide amino acid sequence and an MHC pseudo amino acid sequence, predict their binding affinity value. This is MHC class I binding data. (1) The peptide sequence is NSDTVDWSW. The MHC is HLA-A03:01 with pseudo-sequence HLA-A03:01. The binding affinity (normalized) is 0.0847. (2) The peptide sequence is LAGIVQQQQQL. The MHC is Mamu-B03 with pseudo-sequence Mamu-B03. The binding affinity (normalized) is 0.135. (3) The peptide sequence is AFTFSPTYK. The MHC is Patr-A0101 with pseudo-sequence Patr-A0101. The binding affinity (normalized) is 0.344. (4) The peptide sequence is SRLKPSSFK. The MHC is HLA-B15:01 with pseudo-sequence HLA-B15:01. The binding affinity (normalized) is 0.0847. (5) The peptide sequence is AYGSRFHEW. The MHC is HLA-B08:01 with pseudo-sequence HLA-B08:01. The binding affinity (normalized) is 0.0847. (6) The peptide sequence is KTVAGSFAS. The MHC is HLA-A68:02 with pseudo-sequence HLA-A68:02. The binding affinity (normalized) is 0.260.